Dataset: Full USPTO retrosynthesis dataset with 1.9M reactions from patents (1976-2016). Task: Predict the reactants needed to synthesize the given product. (1) Given the product [I:20][C:19]1[CH:8]=[CH:6][N:9]=[C:10]2[NH:33][N:34]=[C:21]([CH:22]([CH3:24])[CH3:23])[C:12]=12, predict the reactants needed to synthesize it. The reactants are: C([Li])CCC.[CH:6]([NH:9][CH:10]([CH3:12])C)([CH3:8])C.FC1[C:19]([I:20])=CC=CN=1.[C:21](O[C:21](=O)[CH:22]([CH3:24])[CH3:23])(=O)[CH:22]([CH3:24])[CH3:23].O.[NH2:33][NH2:34]. (2) The reactants are: C([NH:4][C:5]1[C:13]([CH3:14])=[CH:12][C:8]([C:9]([OH:11])=[O:10])=[C:7]([CH3:15])[CH:6]=1)(=O)C.Cl. Given the product [NH2:4][C:5]1[C:13]([CH3:14])=[CH:12][C:8]([C:9]([OH:11])=[O:10])=[C:7]([CH3:15])[CH:6]=1, predict the reactants needed to synthesize it.